From a dataset of Full USPTO retrosynthesis dataset with 1.9M reactions from patents (1976-2016). Predict the reactants needed to synthesize the given product. (1) The reactants are: Cl[CH2:2][C:3]1[N:4]=[C:5]([C:8]2[CH:13]=[CH:12][C:11]([O:14][CH2:15][CH2:16][CH2:17]Cl)=[CH:10][CH:9]=2)[O:6][CH:7]=1.[I-].[Na+].C(=O)([O-])[O-].[K+].[K+].[CH3:27][CH:28]1[CH2:32][CH2:31][CH2:30][NH:29]1.[NH:33]1[CH2:38][CH2:37][CH2:36][CH2:35][CH2:34]1. Given the product [CH3:27][CH:28]1[CH2:32][CH2:31][CH2:30][N:29]1[CH2:2][C:3]1[N:4]=[C:5]([C:8]2[CH:13]=[CH:12][C:11]([O:14][CH2:15][CH2:16][CH2:17][N:33]3[CH2:38][CH2:37][CH2:36][CH2:35][CH2:34]3)=[CH:10][CH:9]=2)[O:6][CH:7]=1, predict the reactants needed to synthesize it. (2) Given the product [F:12][C:11]1[CH:10]=[C:9]2[C:4]([CH2:5][CH2:6][C:7](=[O:14])[N:8]2[CH3:13])=[CH:3][C:2]=1[B:18]1[O:19][C:20]([CH3:22])([CH3:21])[C:16]([CH3:32])([CH3:15])[O:17]1, predict the reactants needed to synthesize it. The reactants are: Br[C:2]1[CH:3]=[C:4]2[C:9](=[CH:10][C:11]=1[F:12])[N:8]([CH3:13])[C:7](=[O:14])[CH2:6][CH2:5]2.[CH3:15][C:16]1([CH3:32])[C:20]([CH3:22])([CH3:21])[O:19][B:18]([B:18]2[O:19][C:20]([CH3:22])([CH3:21])[C:16]([CH3:32])([CH3:15])[O:17]2)[O:17]1.C([O-])(=O)C.[K+].CCCCCC. (3) The reactants are: [C:1]([O:5][C:6](=[O:41])[NH:7][C:8]([CH3:40])([CH3:39])/[CH:9]=[CH:10]/[C:11]1[CH:16]=[CH:15][C:14]([N:17]2[CH2:21][C:20](=[O:22])[N:19](CC[Si](C)(C)C)[S:18]2(=[O:30])=[O:29])=[C:13]([O:31][CH2:32][C:33]2[CH:38]=[CH:37][CH:36]=[CH:35][CH:34]=2)[CH:12]=1)([CH3:4])([CH3:3])[CH3:2].[F-].[Cs+]. Given the product [C:1]([O:5][C:6](=[O:41])[NH:7][C:8]([CH3:40])([CH3:39])/[CH:9]=[CH:10]/[C:11]1[CH:16]=[CH:15][C:14]([N:17]2[CH2:21][C:20](=[O:22])[NH:19][S:18]2(=[O:30])=[O:29])=[C:13]([O:31][CH2:32][C:33]2[CH:34]=[CH:35][CH:36]=[CH:37][CH:38]=2)[CH:12]=1)([CH3:4])([CH3:2])[CH3:3], predict the reactants needed to synthesize it. (4) Given the product [CH3:37][O:36][C:33]1[CH:32]=[CH:31][C:30]([CH2:29][N:28]([CH2:38][C:39]2[CH:40]=[CH:41][C:42]([O:45][CH3:46])=[CH:43][CH:44]=2)[C:23]2[N:24]=[C:25]([CH3:27])[N:26]=[C:21]([C:20]3[C:11]([NH:1][C:2]4[CH:7]=[N:6][C:5]([O:8][CH3:9])=[CH:4][CH:3]=4)=[N:12][C:13]4[C:18]([CH:19]=3)=[CH:17][CH:16]=[CH:15][CH:14]=4)[N:22]=2)=[CH:35][CH:34]=1, predict the reactants needed to synthesize it. The reactants are: [NH2:1][C:2]1[CH:3]=[CH:4][C:5]([O:8][CH3:9])=[N:6][CH:7]=1.Cl[C:11]1[C:20]([C:21]2[N:26]=[C:25]([CH3:27])[N:24]=[C:23]([N:28]([CH2:38][C:39]3[CH:44]=[CH:43][C:42]([O:45][CH3:46])=[CH:41][CH:40]=3)[CH2:29][C:30]3[CH:35]=[CH:34][C:33]([O:36][CH3:37])=[CH:32][CH:31]=3)[N:22]=2)=[CH:19][C:18]2[C:13](=[CH:14][CH:15]=[CH:16][CH:17]=2)[N:12]=1.[Li+].C[Si]([N-][Si](C)(C)C)(C)C.